Dataset: Full USPTO retrosynthesis dataset with 1.9M reactions from patents (1976-2016). Task: Predict the reactants needed to synthesize the given product. (1) Given the product [CH3:31][Si:30]([CH3:33])([CH3:32])[O:13][C:11]([C:4]1[C:5]2[C:10](=[N:9][CH:8]=[CH:7][CH:6]=2)[N:1]=[CH:2][CH:3]=1)=[CH2:12], predict the reactants needed to synthesize it. The reactants are: [N:1]1[C:10]2[C:5](=[CH:6][CH:7]=[CH:8][N:9]=2)[C:4]([C:11](=[O:13])[CH3:12])=[CH:3][CH:2]=1.N1C(C)=CC=CC=1C.O([Si:30]([CH3:33])([CH3:32])[CH3:31])S(C(F)(F)F)(=O)=O. (2) The reactants are: Br[C:2]1[CH:7]=[CH:6][C:5]([CH2:8][CH2:9][OH:10])=[CH:4][CH:3]=1.N1C=CN=[CH:12]1.[Si:16](Cl)([C:19]([CH3:22])([CH3:21])[CH3:20])([CH3:18])[CH3:17].Cl. Given the product [C:19]([Si:16]([CH3:18])([CH3:17])[O:10][CH2:9][CH2:8][C:5]1[CH:6]=[CH:7][C:2]([CH3:12])=[CH:3][CH:4]=1)([CH3:22])([CH3:21])[CH3:20], predict the reactants needed to synthesize it. (3) Given the product [C:8]1(=[O:22])[O:12][C:9](=[O:11])[CH:6]2[CH2:5][CH2:4][CH:3]=[CH:2][CH:1]12.[C:9]([O:12][CH2:13][CH2:14][O:15][CH2:16][CH2:17][O:18][CH2:19][CH3:20])(=[O:11])[CH3:10], predict the reactants needed to synthesize it. The reactants are: [C:1]1([CH3:8])[C:6](O)=[CH:5][CH:4]=[CH:3][CH:2]=1.[C:9]([O:12][CH2:13][CH2:14][O:15][CH2:16][CH2:17][O:18][CH2:19][CH3:20])(=[O:11])[CH3:10].C1(C=CC(O)=CC=1)[OH:22].C(O)(=O)C=C.CN(C)CC1C=CC=CC=1. (4) Given the product [Cl:13][C:3]1[C:4]2[CH2:5][CH2:6][CH2:7][CH2:8][C:9]=2[NH:1][N:2]=1, predict the reactants needed to synthesize it. The reactants are: [NH:1]1[C:9]2[CH2:8][CH2:7][CH2:6][CH2:5][C:4]=2[C:3](O)=[N:2]1.P(Cl)(Cl)([Cl:13])=O. (5) Given the product [O:23]=[C:7]1[N:8]([CH2:15][O:16][CH2:17][CH2:18][Si:19]([CH3:20])([CH3:21])[CH3:22])[C:9]2=[N:10][CH:11]=[CH:12][CH:13]=[C:14]2[C@:6]21[CH2:5][C:4]1[C:25](=[CH:26][CH:27]=[C:2]([NH:1][C:28](=[O:29])[O:30][C:31]([CH3:34])([CH3:33])[CH3:32])[CH:3]=1)[CH2:24]2, predict the reactants needed to synthesize it. The reactants are: [NH2:1][C:2]1[CH:3]=[C:4]2[C:25](=[CH:26][CH:27]=1)[CH2:24][C:6]1([C:14]3[C:9](=[N:10][CH:11]=[CH:12][CH:13]=3)[N:8]([CH2:15][O:16][CH2:17][CH2:18][Si:19]([CH3:22])([CH3:21])[CH3:20])[C:7]1=[O:23])[CH2:5]2.[C:28](O[C:28]([O:30][C:31]([CH3:34])([CH3:33])[CH3:32])=[O:29])([O:30][C:31]([CH3:34])([CH3:33])[CH3:32])=[O:29]. (6) Given the product [CH2:1]([N:8]1[CH2:13][CH:12]=[C:11]([N:15]2[CH2:19][CH2:18][CH2:17][CH2:16]2)[CH2:10][CH2:9]1)[C:2]1[CH:7]=[CH:6][CH:5]=[CH:4][CH:3]=1, predict the reactants needed to synthesize it. The reactants are: [CH2:1]([N:8]1[CH2:13][CH2:12][CH2:11][CH2:10][C:9]1=O)[C:2]1[CH:7]=[CH:6][CH:5]=[CH:4][CH:3]=1.[NH:15]1[CH2:19][CH2:18][CH2:17][CH2:16]1.O. (7) Given the product [F:28][C:27]1[CH:26]=[C:25]([F:29])[CH:24]=[C:23]([F:30])[C:22]=1[CH2:21][N:9]1[C:8]([C:4]2[CH:5]=[CH:6][CH:7]=[C:2]([C:36]#[C:35][Si:32]([CH3:34])([CH3:33])[CH3:31])[CH:3]=2)=[C:16]2[C:11]([C:12]([C:17]([F:19])([F:18])[F:20])=[CH:13][CH:14]=[CH:15]2)=[N:10]1, predict the reactants needed to synthesize it. The reactants are: Br[C:2]1[CH:3]=[C:4]([C:8]2[N:9]([CH2:21][C:22]3[C:27]([F:28])=[CH:26][C:25]([F:29])=[CH:24][C:23]=3[F:30])[N:10]=[C:11]3[C:16]=2[CH:15]=[CH:14][CH:13]=[C:12]3[C:17]([F:20])([F:19])[F:18])[CH:5]=[CH:6][CH:7]=1.[CH3:31][Si:32]([C:35]#[CH:36])([CH3:34])[CH3:33].C([Sn](CCCC)CCCC)CCC. (8) Given the product [Br:1][C:2]1[CH:3]=[CH:4][C:5]2[O:23][N:22]=[C:8]([CH:9]3[CH2:14][CH2:13][N:12]([C:15]([O:17][C:18]([CH3:21])([CH3:20])[CH3:19])=[O:16])[CH2:11][CH2:10]3)[C:6]=2[CH:7]=1, predict the reactants needed to synthesize it. The reactants are: [Br:1][C:2]1[CH:3]=[CH:4][C:5](F)=[C:6](/[C:8](=[N:22]\[OH:23])/[CH:9]2[CH2:14][CH2:13][N:12]([C:15]([O:17][C:18]([CH3:21])([CH3:20])[CH3:19])=[O:16])[CH2:11][CH2:10]2)[CH:7]=1.CC(C)([O-])C.[K+]. (9) Given the product [OH:29][CH:21]([CH2:22][C:23]1[CH:24]=[CH:25][CH:26]=[CH:27][CH:28]=1)[CH2:20][CH2:19][CH:14]1[CH2:15][CH2:16][C:17](=[O:18])[N:13]1[CH2:12][CH2:11][CH2:10][C:7]1[CH:6]=[CH:5][C:4]([C:3]([OH:30])=[O:2])=[CH:9][CH:8]=1, predict the reactants needed to synthesize it. The reactants are: C[O:2][C:3](=[O:30])[C:4]1[CH:9]=[CH:8][C:7]([CH2:10][CH2:11][CH2:12][N:13]2[C:17](=[O:18])[CH2:16][CH2:15][CH:14]2[CH2:19][CH2:20][CH:21]([OH:29])[CH2:22][C:23]2[CH:28]=[CH:27][CH:26]=[CH:25][CH:24]=2)=[CH:6][CH:5]=1.[OH-].[Na+].